This data is from Full USPTO retrosynthesis dataset with 1.9M reactions from patents (1976-2016). The task is: Predict the reactants needed to synthesize the given product. (1) Given the product [CH3:17][C:18]1[N:23]=[C:22]([C:24]([N:70]2[CH:68]3[CH2:67][CH2:66][CH:65]2[CH:64]([CH2:63][O:62][C:59]2[CH:58]=[CH:57][C:56]([C:55]([F:72])([F:54])[F:71])=[CH:61][N:60]=2)[CH2:69]3)=[O:26])[C:21]([N:27]2[N:31]=[CH:30][CH:29]=[N:28]2)=[CH:20][CH:19]=1, predict the reactants needed to synthesize it. The reactants are: FC1C=CC(C2N=CC=CN=2)=C(C=1)C(O)=O.[CH3:17][C:18]1[N:23]=[C:22]([C:24]([OH:26])=O)[C:21]([N:27]2[N:31]=[CH:30][CH:29]=[N:28]2)=[CH:20][CH:19]=1.C(OC(N1[C@@H]2CC[C@H]1[C@H](COC1C=CC=CN=1)C2)=O)(C)(C)C.[F:54][C:55]([F:72])([F:71])[C:56]1[CH:57]=[CH:58][C:59]([O:62][CH2:63][CH:64]2[CH2:69][CH:68]3[NH:70][CH:65]2[CH2:66][CH2:67]3)=[N:60][CH:61]=1. (2) Given the product [Br:7][C:5]1[N:6]=[C:2]([N:9]2[CH2:12][CH:11]([OH:13])[CH2:10]2)[S:3][CH:4]=1, predict the reactants needed to synthesize it. The reactants are: Br[C:2]1[S:3][CH:4]=[C:5]([Br:7])[N:6]=1.Cl.[NH:9]1[CH2:12][CH:11]([OH:13])[CH2:10]1.C(=O)([O-])[O-].[Cs+].[Cs+]. (3) Given the product [C:21]([NH2:17])(=[O:40])[C:22]1[CH:23]=[CH:24][CH:25]=[N:3][CH:6]=1, predict the reactants needed to synthesize it. The reactants are: C([N:3]([CH2:6]C)CC)C.CN.F[P-](F)(F)(F)(F)F.[N:17]1(O[P+](N(C)C)(N(C)C)N(C)C)[C:21]2[CH:22]=[CH:23][CH:24]=[CH:25]C=2N=N1.C1C[O:40]CC1. (4) Given the product [Cl:17][C:4]1[CH:3]=[C:2]([C:22]2[CH:21]=[CH:20][C:19]([F:18])=[C:24]([F:25])[C:23]=2[F:26])[C:10]2[N:9]3[CH2:11][CH2:12][NH:13][C:14](=[O:15])[C:8]3=[C:7]([CH3:16])[C:6]=2[CH:5]=1, predict the reactants needed to synthesize it. The reactants are: Br[C:2]1[C:10]2[N:9]3[CH2:11][CH2:12][NH:13][C:14](=[O:15])[C:8]3=[C:7]([CH3:16])[C:6]=2[CH:5]=[C:4]([Cl:17])[CH:3]=1.[F:18][C:19]1[C:24]([F:25])=[C:23]([F:26])[CH:22]=[CH:21][C:20]=1B(O)O. (5) Given the product [CH2:26]([N:22]([CH:23]1[CH2:25][CH2:24]1)[CH2:21][CH2:20][CH2:19][CH2:18][N:10]([CH2:9][C:5]1[CH:4]=[C:3]([CH2:2][NH:1][CH2:34][C:35]#[N:36])[CH:8]=[CH:7][N:6]=1)[C:11](=[O:17])[O:12][C:13]([CH3:16])([CH3:14])[CH3:15])[C:27]1[CH:28]=[CH:29][CH:30]=[CH:31][CH:32]=1, predict the reactants needed to synthesize it. The reactants are: [NH2:1][CH2:2][C:3]1[CH:8]=[CH:7][N:6]=[C:5]([CH2:9][N:10]([CH2:18][CH2:19][CH2:20][CH2:21][N:22]([CH2:26][C:27]2[CH:32]=[CH:31][CH:30]=[CH:29][CH:28]=2)[CH:23]2[CH2:25][CH2:24]2)[C:11](=[O:17])[O:12][C:13]([CH3:16])([CH3:15])[CH3:14])[CH:4]=1.Br[CH2:34][C:35]#[N:36].CCN(C(C)C)C(C)C. (6) Given the product [Cl:1][C:2]1[C:3](=[O:11])[N:4]([CH2:18][C:17]2[CH:20]=[CH:21][C:14]([O:13][CH3:12])=[CH:15][CH:16]=2)[CH:5]=[C:6]([N+:8]([O-:10])=[O:9])[CH:7]=1, predict the reactants needed to synthesize it. The reactants are: [Cl:1][C:2]1[C:3]([OH:11])=[N:4][CH:5]=[C:6]([N+:8]([O-:10])=[O:9])[CH:7]=1.[CH3:12][O:13][C:14]1[CH:21]=[CH:20][C:17]([CH2:18]Br)=[CH:16][CH:15]=1. (7) Given the product [Cl:14][C:12]1[CH:11]=[CH:10][C:9]([O:15][CH3:16])=[C:8]([C:6]2[N:5]=[C:4]([NH2:17])[N:3]=[C:2]([NH:24][C:23]3[CH:25]=[CH:26][C:20]([O:19][CH3:18])=[CH:21][CH:22]=3)[CH:7]=2)[CH:13]=1, predict the reactants needed to synthesize it. The reactants are: Cl[C:2]1[CH:7]=[C:6]([C:8]2[CH:13]=[C:12]([Cl:14])[CH:11]=[CH:10][C:9]=2[O:15][CH3:16])[N:5]=[C:4]([NH2:17])[N:3]=1.[CH3:18][O:19][C:20]1[CH:26]=[CH:25][C:23]([NH2:24])=[CH:22][CH:21]=1.